Dataset: Peptide-MHC class I binding affinity with 185,985 pairs from IEDB/IMGT. Task: Regression. Given a peptide amino acid sequence and an MHC pseudo amino acid sequence, predict their binding affinity value. This is MHC class I binding data. (1) The peptide sequence is NPVILSKLM. The MHC is HLA-B53:01 with pseudo-sequence HLA-B53:01. The binding affinity (normalized) is 0.472. (2) The peptide sequence is RYTRRISLF. The MHC is HLA-B07:02 with pseudo-sequence HLA-B07:02. The binding affinity (normalized) is 0.0847. (3) The peptide sequence is LFCASDAKAY. The MHC is HLA-B18:01 with pseudo-sequence HLA-B18:01. The binding affinity (normalized) is 0. (4) The binding affinity (normalized) is 0.0847. The MHC is HLA-A11:01 with pseudo-sequence HLA-A11:01. The peptide sequence is RRVSGCVSV. (5) The peptide sequence is DVKASMLEK. The MHC is HLA-A02:06 with pseudo-sequence HLA-A02:06. The binding affinity (normalized) is 0.110. (6) The peptide sequence is NYMKIMNHL. The MHC is HLA-A23:01 with pseudo-sequence HLA-A23:01. The binding affinity (normalized) is 0.951. (7) The peptide sequence is MCVCRDNWH. The MHC is HLA-A11:01 with pseudo-sequence HLA-A11:01. The binding affinity (normalized) is 0. (8) The binding affinity (normalized) is 0.843. The peptide sequence is YIAVVPLVY. The MHC is HLA-A29:02 with pseudo-sequence HLA-A29:02. (9) The peptide sequence is HLTWSHAGY. The MHC is HLA-A02:06 with pseudo-sequence HLA-A02:06. The binding affinity (normalized) is 0.0847. (10) The peptide sequence is RFSFNCSMK. The MHC is HLA-B27:05 with pseudo-sequence HLA-B27:05. The binding affinity (normalized) is 0.0847.